From a dataset of NCI-60 drug combinations with 297,098 pairs across 59 cell lines. Regression. Given two drug SMILES strings and cell line genomic features, predict the synergy score measuring deviation from expected non-interaction effect. (1) Cell line: BT-549. Drug 2: CN1C(=O)N2C=NC(=C2N=N1)C(=O)N. Synergy scores: CSS=5.41, Synergy_ZIP=-0.270, Synergy_Bliss=7.33, Synergy_Loewe=-20.7, Synergy_HSA=4.52. Drug 1: CC1C(C(CC(O1)OC2CC(CC3=C2C(=C4C(=C3O)C(=O)C5=C(C4=O)C(=CC=C5)OC)O)(C(=O)C)O)N)O.Cl. (2) Drug 1: CCC1=C2CN3C(=CC4=C(C3=O)COC(=O)C4(CC)O)C2=NC5=C1C=C(C=C5)O. Drug 2: CN(CC1=CN=C2C(=N1)C(=NC(=N2)N)N)C3=CC=C(C=C3)C(=O)NC(CCC(=O)O)C(=O)O. Cell line: K-562. Synergy scores: CSS=51.0, Synergy_ZIP=-1.90, Synergy_Bliss=-5.67, Synergy_Loewe=-4.31, Synergy_HSA=-2.97.